This data is from Forward reaction prediction with 1.9M reactions from USPTO patents (1976-2016). The task is: Predict the product of the given reaction. (1) Given the reactants [CH2:1]([N:3]([C:27](=O)[C:28]1[CH:33]=[CH:32][C:31]([OH:34])=[CH:30][CH:29]=1)[C:4]1[CH:9]=[CH:8][CH:7]=[CH:6][C:5]=1[C@@H:10]1[CH2:19][CH2:18][C:17]2[CH:16]=[C:15]([O:20]C(=O)C(C)(C)C)[CH:14]=[CH:13][C:12]=2[CH2:11]1)[CH3:2].Cl[CH2:37][C:38]([N:40]([CH2:42][CH2:43][O:44][CH3:45])[CH3:41])=O, predict the reaction product. The product is: [CH2:1]([N:3]([CH2:27][C:28]1[CH:29]=[CH:30][C:31]([O:34][CH2:37][CH2:38][N:40]([CH2:42][CH2:43][O:44][CH3:45])[CH3:41])=[CH:32][CH:33]=1)[C:4]1[CH:9]=[CH:8][CH:7]=[CH:6][C:5]=1[C@@H:10]1[CH2:19][CH2:18][C:13]2[CH:14]=[C:15]([OH:20])[CH:16]=[CH:17][C:12]=2[CH2:11]1)[CH3:2]. (2) Given the reactants Cl.[F:2][CH2:3][CH2:4][NH2:5].C(N(CC)CC)C.[CH3:13][S:14]([CH:17]=[CH2:18])(=[O:16])=[O:15].[C:19](O[C:19]([O:21][C:22]([CH3:25])([CH3:24])[CH3:23])=[O:20])([O:21][C:22]([CH3:25])([CH3:24])[CH3:23])=[O:20], predict the reaction product. The product is: [F:2][CH2:3][CH2:4][N:5]([CH2:18][CH2:17][S:14]([CH3:13])(=[O:16])=[O:15])[C:19](=[O:20])[O:21][C:22]([CH3:25])([CH3:24])[CH3:23]. (3) Given the reactants Br[CH2:2][CH:3]([O:7][CH2:8][CH3:9])[O:4][CH2:5][CH3:6].[C:10]1([C@H:16]([NH2:18])[CH3:17])[CH:15]=[CH:14][CH:13]=[CH:12][CH:11]=1, predict the reaction product. The product is: [CH2:5]([O:4][CH:3]([O:7][CH2:8][CH3:9])[CH2:2][NH:18][C@@H:16]([C:10]1[CH:15]=[CH:14][CH:13]=[CH:12][CH:11]=1)[CH3:17])[CH3:6]. (4) Given the reactants [C:1]([NH:4][NH:5][C:6]([CH:8]1[CH2:13][CH2:12][N:11]([C:14]2[N:19]=[CH:18][C:17]([NH:20][C:21]([C:23]3[N:24]=[C:25]([C:32]4[CH:37]=[CH:36][CH:35]=[CH:34][CH:33]=4)[O:26][C:27]=3[C:28]([F:31])([F:30])[F:29])=[O:22])=[CH:16][CH:15]=2)[CH2:10][CH2:9]1)=O)(=[O:3])[CH3:2].S(Cl)(C1C=CC(C)=CC=1)(=O)=O.CCN(P1(N(CC2C=CC=CC=2)CCCN1C)=NC(C)(C)C)CC.C=CC1C=CC=CC=1.C=CC1C=CC(C=C)=CC=1.C(OCC)C, predict the reaction product. The product is: [CH3:2][C:1]1[O:3][C:6]([CH:8]2[CH2:13][CH2:12][N:11]([C:14]3[N:19]=[CH:18][C:17]([NH:20][C:21]([C:23]4[N:24]=[C:25]([C:32]5[CH:33]=[CH:34][CH:35]=[CH:36][CH:37]=5)[O:26][C:27]=4[C:28]([F:30])([F:29])[F:31])=[O:22])=[CH:16][CH:15]=3)[CH2:10][CH2:9]2)=[N:5][N:4]=1. (5) Given the reactants Br[C:2]1[CH:7]=[C:6]([C:8]([CH3:11])([CH3:10])[CH3:9])[CH:5]=[C:4]([Br:12])[CH:3]=1.[Li]CCCC.[F:18][C:19]([F:27])([F:26])[C:20](N(OC)C)=[O:21], predict the reaction product. The product is: [Br:12][C:4]1[CH:3]=[C:2]([C:20](=[O:21])[C:19]([F:27])([F:26])[F:18])[CH:7]=[C:6]([C:8]([CH3:11])([CH3:10])[CH3:9])[CH:5]=1. (6) Given the reactants Br[C:2]1[CH:3]=[N:4][C:5]([O:13][CH2:14][CH2:15][O:16][CH3:17])=[C:6]([CH:12]=1)[C:7]([O:9][CH2:10][CH3:11])=[O:8].[CH2:18]([NH:20][C:21]([NH:23][C:24]1[CH:29]=[C:28]([C:30]2[S:31][CH:32]=[C:33]([C:35]([F:38])([F:37])[F:36])[N:34]=2)[C:27](B2OC(C)(C)C(C)(C)O2)=[CH:26][N:25]=1)=[O:22])[CH3:19].C([O-])([O-])=O.[Cs+].[Cs+], predict the reaction product. The product is: [CH2:18]([NH:20][C:21](=[O:22])[NH:23][C:24]1[N:25]=[CH:26][C:27]([C:2]2[CH:3]=[N:4][C:5]([O:13][CH2:14][CH2:15][O:16][CH3:17])=[C:6]([C:7]([O:9][CH2:10][CH3:11])=[O:8])[CH:12]=2)=[C:28]([C:30]2[S:31][CH:32]=[C:33]([C:35]([F:38])([F:37])[F:36])[N:34]=2)[CH:29]=1)[CH3:19]. (7) Given the reactants ClC1[N:7]=[C:6]([C:8]2[CH:13]=[C:12]([Cl:14])[CH:11]=[CH:10][C:9]=2[CH3:15])[N:5]=[C:4]([NH2:16])[N:3]=1.[Cl:17][C:18]1[CH:23]=[CH:22][C:21]([NH:24][CH3:25])=[CH:20][CH:19]=1.[CH:26](N(C(C)C)CC)(C)C, predict the reaction product. The product is: [Cl:14][C:12]1[CH:11]=[CH:10][C:9]([CH3:15])=[C:8]([C:6]2[N:7]=[C:25]([N:24]([C:21]3[CH:22]=[CH:23][C:18]([Cl:17])=[CH:19][CH:20]=3)[CH3:26])[N:3]=[C:4]([NH2:16])[N:5]=2)[CH:13]=1. (8) Given the reactants [NH2:1][C:2]1[N:7]=[C:6]([S:8][CH3:9])[N:5]=[C:4]([NH:10][CH:11]=[C:12]([C:18]([O:20][CH2:21][CH3:22])=[O:19])[C:13]([O:15][CH2:16][CH3:17])=[O:14])[CH:3]=1.[C:23](OC(=O)C)(=[O:25])[CH3:24], predict the reaction product. The product is: [C:23]([NH:1][C:2]1[N:7]=[C:6]([S:8][CH3:9])[N:5]=[C:4]([NH:10][CH:11]=[C:12]([C:13]([O:15][CH2:16][CH3:17])=[O:14])[C:18]([O:20][CH2:21][CH3:22])=[O:19])[CH:3]=1)(=[O:25])[CH3:24].